This data is from Full USPTO retrosynthesis dataset with 1.9M reactions from patents (1976-2016). The task is: Predict the reactants needed to synthesize the given product. (1) Given the product [CH3:1][C:2]1[CH:3]=[CH:4][C:5]([C:8]2[O:12][N:11]=[CH:10][C:9]=2[C:13]([N:22]2[CH2:23][CH2:24][CH:19]([C:18]([F:26])([F:25])[F:17])[CH2:20][CH2:21]2)=[O:15])=[CH:6][CH:7]=1, predict the reactants needed to synthesize it. The reactants are: [CH3:1][C:2]1[CH:7]=[CH:6][C:5]([C:8]2[O:12][N:11]=[CH:10][C:9]=2[C:13]([OH:15])=O)=[CH:4][CH:3]=1.Cl.[F:17][C:18]([F:26])([F:25])[CH:19]1[CH2:24][CH2:23][NH:22][CH2:21][CH2:20]1. (2) Given the product [Si:3]([O:10][C@H:11]([C:35]1[CH:36]=[CH:37][CH:38]=[CH:39][CH:40]=1)[C@H:12]1[CH2:16][CH2:15][C@@H:14]([CH2:17][C:18]2[CH:19]=[CH:20][C:21]([C:24](=[O:27])[N:25]([CH2:42][C:43]3[CH:48]=[CH:47][CH:46]=[CH:45][C:44]=3[F:49])[CH3:26])=[CH:22][CH:23]=2)[N:13]1[C:28]([O:30][C:31]([CH3:33])([CH3:32])[CH3:34])=[O:29])([C:6]([CH3:7])([CH3:8])[CH3:9])([CH3:5])[CH3:4], predict the reactants needed to synthesize it. The reactants are: [H-].[Na+].[Si:3]([O:10][C@H:11]([C:35]1[CH:40]=[CH:39][CH:38]=[CH:37][CH:36]=1)[C@H:12]1[CH2:16][CH2:15][C@@H:14]([CH2:17][C:18]2[CH:23]=[CH:22][C:21]([C:24](=[O:27])[NH:25][CH3:26])=[CH:20][CH:19]=2)[N:13]1[C:28]([O:30][C:31]([CH3:34])([CH3:33])[CH3:32])=[O:29])([C:6]([CH3:9])([CH3:8])[CH3:7])([CH3:5])[CH3:4].Br[CH2:42][C:43]1[CH:48]=[CH:47][CH:46]=[CH:45][C:44]=1[F:49].O.